Dataset: Full USPTO retrosynthesis dataset with 1.9M reactions from patents (1976-2016). Task: Predict the reactants needed to synthesize the given product. (1) Given the product [F:15][C:12]([F:14])([F:13])[C:11]1[N:6]2[N:5]=[CH:4][C:3]([C:1]#[C:2][C:27]3[CH:28]=[C:29]([NH2:33])[CH:30]=[N:31][CH:32]=3)=[C:7]2[N:8]=[C:9]([C:16]2[CH:21]=[CH:20][C:19]([C:22]([F:25])([F:24])[F:23])=[CH:18][CH:17]=2)[CH:10]=1, predict the reactants needed to synthesize it. The reactants are: [C:1]([C:3]1[CH:4]=[N:5][N:6]2[C:11]([C:12]([F:15])([F:14])[F:13])=[CH:10][C:9]([C:16]3[CH:21]=[CH:20][C:19]([C:22]([F:25])([F:24])[F:23])=[CH:18][CH:17]=3)=[N:8][C:7]=12)#[CH:2].Br[C:27]1[CH:28]=[C:29]([NH2:33])[CH:30]=[N:31][CH:32]=1. (2) Given the product [CH2:7]([O:6][C:4](=[O:5])[C:3]([C:2]([C:9]1[O:10][CH:11]=[CH:12][CH:13]=1)=[O:1])=[CH:16][N:17]([CH3:19])[CH3:18])[CH3:8], predict the reactants needed to synthesize it. The reactants are: [O:1]=[C:2]([C:9]1[O:10][CH:11]=[CH:12][CH:13]=1)[CH2:3][C:4]([O:6][CH2:7][CH3:8])=[O:5].CO[CH:16](OC)[N:17]([CH3:19])[CH3:18].